From a dataset of Catalyst prediction with 721,799 reactions and 888 catalyst types from USPTO. Predict which catalyst facilitates the given reaction. (1) Reactant: [CH:1]1([CH2:7][C:8]([OH:10])=O)[CH2:6][CH2:5][CH2:4][CH2:3][CH2:2]1.F[P-](F)(F)(F)(F)F.N1([O:27][P+](N(C)C)(N(C)C)N(C)C)C2C=CC=CC=2N=N1.CC([Si](C)(C)[O:43][C@H:44]([C@@H:55]([CH3:76])[CH2:56]/[C:57](/[CH3:75])=[CH:58]\[C@H:59]([CH3:74])[C@@H:60]([O:66][Si](C(C)(C)C)(C)C)[C@@H:61]([CH3:65])[CH2:62][NH:63][CH3:64])[C@H:45]([CH3:54])[C@@H:46](O)[C@@H:47]([CH3:52])/[CH:48]=[CH:49]\[CH:50]=[CH2:51])(C)C.[CH3:79][CH2:80][N:81](C(C)C)C(C)C. Product: [NH2:81][C:80](=[O:27])[CH2:79][C@@H:46]([C@@H:47]([CH3:52])/[CH:48]=[CH:49]\[CH:50]=[CH2:51])[C@H:45]([CH3:54])[C@H:44]([OH:43])[C@@H:55]([CH3:76])[CH2:56]/[C:57](/[CH3:75])=[CH:58]\[CH:59]([CH3:74])[CH:60]([OH:66])[CH:61]([CH3:65])[CH2:62][N:63]([CH3:64])[C:8](=[O:10])[CH2:7][CH:1]1[CH2:2][CH2:3][CH2:4][CH2:5][CH2:6]1. The catalyst class is: 3. (2) The catalyst class is: 11. Product: [ClH:15].[Cl:15][CH2:5][C@@H:4]([NH:7][CH2:8][CH:9]([CH3:11])[CH3:10])[CH2:3][CH:2]([CH3:12])[CH3:1]. Reactant: [CH3:1][CH:2]([CH3:12])[CH2:3][C@H:4]([NH:7][CH2:8][CH:9]([CH3:11])[CH3:10])[CH2:5]O.O=S(Cl)[Cl:15].